Dataset: Reaction yield outcomes from USPTO patents with 853,638 reactions. Task: Predict the reaction yield, written as a fraction of the theoretical maximum amount of product (1.0 means a 100% yield; for example, 0.34 means a 34% yield). (1) The reactants are CN([C:4]([O:8]N1N=NC2C=CC=NC1=2)=[N+](C)C)C.F[P-](F)(F)(F)(F)F.[C:25]([O:29][C:30]([NH:32][C@@H:33]([C@H:45]([CH3:53])[CH2:46][CH:47]([CH3:52])[CH2:48][CH2:49][CH:50]=[CH2:51])[C:34]([N:36]1[CH2:40][C@H:39]([OH:41])[CH2:38][C@H:37]1[C:42]([OH:44])=O)=[O:35])=[O:31])([CH3:28])([CH3:27])[CH3:26].Cl.[NH2:55][C@:56]1([C:61]([NH:63][S:64]([C:67]2([CH3:70])[CH2:69][CH2:68]2)(=[O:66])=[O:65])=[O:62])[CH2:58][C@H:57]1[CH:59]=[CH2:60].CCN(C(C)C)C(C)C. The catalyst is C(Cl)Cl. The product is [OH:41][C@H:39]1[CH2:40][N:36]([C:34](=[O:35])[C@@H:33]([NH:32][C:30](=[O:31])[O:29][C:25]([CH3:28])([CH3:27])[CH3:26])[C@H:45]([CH2:53][O:8][CH3:4])[CH2:46][CH:47]([CH3:52])[CH2:48][CH2:49][CH:50]=[CH2:51])[C@H:37]([C:42](=[O:44])[NH:55][C@:56]2([C:61](=[O:62])[NH:63][S:64]([C:67]3([CH3:70])[CH2:69][CH2:68]3)(=[O:66])=[O:65])[CH2:58][C@H:57]2[CH:59]=[CH2:60])[CH2:38]1. The yield is 0.570. (2) The reactants are [Cl:1][C:2]1[N:7]=[C:6]([C:8]2[S:12][C:11]([C:13]([CH3:16])([CH3:15])[CH3:14])=[N:10][C:9]=2[C:17]2[C:18]([F:30])=[C:19]([NH:23]C(=O)OCC=C)[CH:20]=[CH:21][CH:22]=2)[CH:5]=[CH:4][N:3]=1.C([SnH](CCCC)CCCC)CCC. The catalyst is C(Cl)Cl.O.C1C=CC([P]([Pd]([P](C2C=CC=CC=2)(C2C=CC=CC=2)C2C=CC=CC=2)([P](C2C=CC=CC=2)(C2C=CC=CC=2)C2C=CC=CC=2)[P](C2C=CC=CC=2)(C2C=CC=CC=2)C2C=CC=CC=2)(C2C=CC=CC=2)C2C=CC=CC=2)=CC=1. The product is [Cl:1][C:2]1[N:7]=[C:6]([C:8]2[S:12][C:11]([C:13]([CH3:16])([CH3:15])[CH3:14])=[N:10][C:9]=2[C:17]2[C:18]([F:30])=[C:19]([CH:20]=[CH:21][CH:22]=2)[NH2:23])[CH:5]=[CH:4][N:3]=1. The yield is 0.820. (3) The reactants are [CH:1]1([CH2:4][C:5](=[O:15])[CH2:6][C:7]2[CH:12]=[CH:11][N:10]=[C:9]([S:13][CH3:14])[N:8]=2)[CH2:3][CH2:2]1.C1C=C(Cl)C=C(C(OO)=[O:24])C=1. The catalyst is C(Cl)Cl. The product is [CH:1]1([CH2:4][C:5](=[O:15])[CH2:6][C:7]2[CH:12]=[CH:11][N:10]=[C:9]([S:13]([CH3:14])=[O:24])[N:8]=2)[CH2:3][CH2:2]1. The yield is 0.585. (4) The reactants are [NH2:1][CH:2]1[CH2:11][CH2:10][C:9]2[CH:8]=[C:7]([S:12]C(=O)N(C)C)[CH:6]=[CH:5][C:4]=2[CH2:3]1.[OH-].[K+].Br[C:21]([CH3:30])([CH3:29])[C:22]([O:24][C:25]([CH3:28])([CH3:27])[CH3:26])=[O:23].[BH4-].[Na+]. The catalyst is CO. The product is [C:25]([O:24][C:22](=[O:23])[C:21]([S:12][C:7]1[CH:6]=[CH:5][C:4]2[CH2:3][CH:2]([NH2:1])[CH2:11][CH2:10][C:9]=2[CH:8]=1)([CH3:30])[CH3:29])([CH3:28])([CH3:27])[CH3:26]. The yield is 0.600. (5) The reactants are [F:1][C:2]1([F:56])[CH2:7][CH2:6][CH:5]([C:8]2[C:17]3[CH:16]([O:18][CH2:19][C:20]4[CH:25]=[CH:24][C:23]([O:26][CH3:27])=[CH:22][CH:21]=4)[CH2:15][C:14]([CH3:29])([CH3:28])[CH2:13][C:12]=3[N:11]=[C:10]([CH:30]3[CH2:35][CH2:34][N:33]([C:36]4[N:41]=[CH:40][C:39]([CH:42]=[O:43])=[CH:38][N:37]=4)[CH2:32][CH2:31]3)[C:9]=2[CH:44]([F:55])[C:45]2[CH:50]=[CH:49][C:48]([C:51]([F:54])([F:53])[F:52])=[CH:47][CH:46]=2)[CH2:4][CH2:3]1.[BH4-].[Na+]. The catalyst is C(O)C.O1CCCC1. The product is [F:56][C:2]1([F:1])[CH2:7][CH2:6][CH:5]([C:8]2[C:17]3[CH:16]([O:18][CH2:19][C:20]4[CH:21]=[CH:22][C:23]([O:26][CH3:27])=[CH:24][CH:25]=4)[CH2:15][C:14]([CH3:28])([CH3:29])[CH2:13][C:12]=3[N:11]=[C:10]([CH:30]3[CH2:31][CH2:32][N:33]([C:36]4[N:41]=[CH:40][C:39]([CH2:42][OH:43])=[CH:38][N:37]=4)[CH2:34][CH2:35]3)[C:9]=2[CH:44]([F:55])[C:45]2[CH:46]=[CH:47][C:48]([C:51]([F:52])([F:54])[F:53])=[CH:49][CH:50]=2)[CH2:4][CH2:3]1. The yield is 1.00.